From a dataset of Peptide-MHC class I binding affinity with 185,985 pairs from IEDB/IMGT. Regression. Given a peptide amino acid sequence and an MHC pseudo amino acid sequence, predict their binding affinity value. This is MHC class I binding data. (1) The peptide sequence is YISRDELWA. The MHC is HLA-A68:02 with pseudo-sequence HLA-A68:02. The binding affinity (normalized) is 0. (2) The peptide sequence is QSYVDRFYKSL. The MHC is Mamu-A02 with pseudo-sequence Mamu-A02. The binding affinity (normalized) is 0.613.